Dataset: Forward reaction prediction with 1.9M reactions from USPTO patents (1976-2016). Task: Predict the product of the given reaction. (1) Given the reactants [NH2:1][C:2]1[CH:7]=[CH:6][C:5]([CH2:8][CH2:9][NH2:10])=[CH:4][CH:3]=1.[C:11](O[C:11]([O:13][C:14]([CH3:17])([CH3:16])[CH3:15])=[O:12])([O:13][C:14]([CH3:17])([CH3:16])[CH3:15])=[O:12], predict the reaction product. The product is: [C:14]([O:13][C:11]([NH:10][CH2:9][CH2:8][C:5]1[CH:6]=[CH:7][C:2]([NH2:1])=[CH:3][CH:4]=1)=[O:12])([CH3:17])([CH3:16])[CH3:15]. (2) Given the reactants [NH3:1].[NH:2]1[C:10]2[C:5](=[N:6][CH:7]=[CH:8][CH:9]=2)[C:4]([CH2:11][C:12]([O:14]CC)=O)=[CH:3]1, predict the reaction product. The product is: [NH:2]1[C:10]2[C:5](=[N:6][CH:7]=[CH:8][CH:9]=2)[C:4]([CH2:11][C:12]([NH2:1])=[O:14])=[CH:3]1. (3) Given the reactants [O:1]1[CH2:6][CH:5]=[C:4]([C:7]2[CH:28]=[CH:27][C:10]3[C:11]4[N:15]([CH2:16][CH2:17][O:18][C:9]=3[CH:8]=2)[CH:14]=[C:13]([C:19]2[N:20]([CH:24]([CH3:26])[CH3:25])[N:21]=[CH:22][N:23]=2)[N:12]=4)[CH2:3][CH2:2]1, predict the reaction product. The product is: [CH:24]([N:20]1[C:19]([C:13]2[N:12]=[C:11]3[C:10]4[CH:27]=[CH:28][C:7]([CH:4]5[CH2:5][CH2:6][O:1][CH2:2][CH2:3]5)=[CH:8][C:9]=4[O:18][CH2:17][CH2:16][N:15]3[CH:14]=2)=[N:23][CH:22]=[N:21]1)([CH3:26])[CH3:25]. (4) Given the reactants [Cl:1][C:2]1[CH:7]=[CH:6][CH:5]=[C:4]([Cl:8])[C:3]=1[CH2:9][O:10][C:11]1[CH:16]=[CH:15][C:14]2[C:17]3([CH2:23][O:24][C:13]=2[CH:12]=1)[CH2:22][CH2:21][NH:20][CH2:19][CH2:18]3.[C:25]([O:32]CC)(=[O:31])[CH2:26][CH2:27][C:28]([CH3:30])=O.C(O[BH-](OC(=O)C)OC(=O)C)(=O)C.[Na+], predict the reaction product. The product is: [Cl:8][C:4]1[CH:5]=[CH:6][CH:7]=[C:2]([Cl:1])[C:3]=1[CH2:9][O:10][C:11]1[CH:16]=[CH:15][C:14]2[C:17]3([CH2:23][O:24][C:13]=2[CH:12]=1)[CH2:18][CH2:19][N:20]([CH:28]([CH3:30])[CH2:27][CH2:26][C:25]([OH:32])=[O:31])[CH2:21][CH2:22]3. (5) Given the reactants [CH3:1][S-:2].[Na+].[C:4]([O:8][C:9]([N:11]1[CH2:16][CH2:15][C@H:14](OS(C2C=CC(C)=CC=2)(=O)=O)[C@H:13]([F:28])[CH2:12]1)=[O:10])([CH3:7])([CH3:6])[CH3:5], predict the reaction product. The product is: [C:4]([O:8][C:9]([N:11]1[CH2:16][CH2:15][C@@H:14]([S:2][CH3:1])[C@H:13]([F:28])[CH2:12]1)=[O:10])([CH3:5])([CH3:6])[CH3:7]. (6) Given the reactants C[O:2][C:3]1[CH:4]=[CH:5][CH:6]=[C:7]2[C:12]=1[O:11][CH2:10][C:9]([C:13]([N:15]1[CH2:20][CH2:19][O:18][CH2:17][CH2:16]1)=[O:14])=[CH:8]2.B(Br)(Br)Br.O, predict the reaction product. The product is: [OH:2][C:3]1[CH:4]=[CH:5][CH:6]=[C:7]2[C:12]=1[O:11][CH2:10][C:9]([C:13]([N:15]1[CH2:20][CH2:19][O:18][CH2:17][CH2:16]1)=[O:14])=[CH:8]2. (7) The product is: [CH3:1][C:2]1[CH:7]=[CH:6][C:5]([S:8]([O:11][CH2:12][CH:13]2[CH2:17][C:16]3[CH:18]=[CH:19][CH:20]=[C:21]([C:26]4[CH:27]=[CH:28][CH:29]=[CH:30][C:25]=4[O:24][CH3:23])[C:15]=3[O:14]2)(=[O:10])=[O:9])=[CH:4][CH:3]=1. Given the reactants [CH3:1][C:2]1[CH:7]=[CH:6][C:5]([S:8]([O:11][CH2:12][CH:13]2[CH2:17][C:16]3[CH:18]=[CH:19][CH:20]=[C:21](Br)[C:15]=3[O:14]2)(=[O:10])=[O:9])=[CH:4][CH:3]=1.[CH3:23][O:24][C:25]1[CH:30]=[CH:29][CH:28]=[CH:27][C:26]=1B(O)O.C(=O)([O-])[O-].[K+].[K+], predict the reaction product. (8) Given the reactants [Br:1][C:2]1[CH:3]=[C:4]([CH2:10][CH2:11][C:12]([N:14]([CH3:16])[CH3:15])=O)[C:5]([O:8][CH3:9])=[N:6][CH:7]=1.B.O1CCCC1, predict the reaction product. The product is: [Br:1][C:2]1[CH:3]=[C:4]([CH2:10][CH2:11][CH2:12][N:14]([CH3:16])[CH3:15])[C:5]([O:8][CH3:9])=[N:6][CH:7]=1.